From a dataset of Catalyst prediction with 721,799 reactions and 888 catalyst types from USPTO. Predict which catalyst facilitates the given reaction. (1) Reactant: [OH:1][C:2]1[CH:7]=[CH:6][CH:5]=[CH:4][C:3]=1[C:8]([CH3:13])([CH3:12])[C:9]([NH2:11])=[O:10].C(=O)([O-])[O-].[K+].[K+].[CH2:20](Br)[C:21]1[CH:26]=[CH:25][CH:24]=[CH:23][CH:22]=1. The catalyst class is: 18. Product: [CH3:12][C:8]([CH3:13])([C:3]1[CH:4]=[CH:5][CH:6]=[CH:7][C:2]=1[O:1][CH2:20][C:21]1[CH:26]=[CH:25][CH:24]=[CH:23][CH:22]=1)[C:9]([NH2:11])=[O:10]. (2) Reactant: Cl.[Br:2][C:3]1[CH:7]=[C:6]([C:8]2([O:12][CH3:13])[CH2:11][NH:10][CH2:9]2)[N:5]([CH3:14])[N:4]=1.C(N(CC)CC)C.[CH3:22][CH:23]([S:25](Cl)(=[O:27])=[O:26])[CH3:24].C(=O)([O-])O.[Na+]. Product: [Br:2][C:3]1[CH:7]=[C:6]([C:8]2([O:12][CH3:13])[CH2:11][N:10]([S:25]([CH:23]([CH3:24])[CH3:22])(=[O:27])=[O:26])[CH2:9]2)[N:5]([CH3:14])[N:4]=1. The catalyst class is: 7. (3) Reactant: [O-][N+:2]1[CH:11]=[C:10]2[C:5]([CH:6]=[C:7]([C:20]3[CH:25]=[CH:24][CH:23]=[CH:22][CH:21]=3)[C:8]([C:12]3[CH:17]=[CH:16][C:15]([CH2:18][OH:19])=[CH:14][CH:13]=3)=[N:9]2)=[CH:4][CH:3]=1.[OH2:26].[OH-].[Na+]. Product: [OH:19][CH2:18][C:15]1[CH:16]=[CH:17][C:12]([C:8]2[C:7]([C:20]3[CH:25]=[CH:24][CH:23]=[CH:22][CH:21]=3)=[CH:6][C:5]3[CH:4]=[CH:3][NH:2][C:11](=[O:26])[C:10]=3[N:9]=2)=[CH:13][CH:14]=1. The catalyst class is: 152. (4) Reactant: [CH3:1][CH:2]([OH:14])[CH2:3][CH2:4][CH2:5][CH2:6][CH2:7][CH2:8][CH2:9][CH2:10][CH2:11][CH2:12][CH3:13].C(N(CC)CC)C.[Br:22][C:23](C)([CH3:27])[C:24](Br)=[O:25]. Product: [Br:22][CH:23]([CH3:27])[C:24]([O:14][C:2]([CH2:3][CH2:4][CH2:5][CH2:6][CH2:7][CH2:8][CH2:9][CH2:10][CH2:11][CH2:12][CH3:13])=[CH2:1])=[O:25]. The catalyst class is: 11. (5) Reactant: Cl.Cl.[CH2:3]([NH:10][NH2:11])[C:4]1[CH:9]=[CH:8][CH:7]=[CH:6][CH:5]=1.CCN(C(C)C)C(C)C.O=[C:22]([CH2:28][C:29](=O)[CH3:30])[C:23]([O:25]CC)=[O:24]. Product: [CH2:3]([N:10]1[C:29]([CH3:30])=[CH:28][C:22]([C:23]([OH:25])=[O:24])=[N:11]1)[C:4]1[CH:9]=[CH:8][CH:7]=[CH:6][CH:5]=1. The catalyst class is: 14. (6) Reactant: CC(C)([O-])C.[K+].CS(C)=O.[O:11]([CH2:18][C@@H:19]1[CH2:23][CH2:22][CH2:21][N:20]1[S:24]([C:27]1[CH:28]=[C:29]2[C:33](=[CH:34][CH:35]=1)[NH:32][C:31](=[O:36])[C:30]12[O:41][CH2:40][CH2:39][CH2:38][O:37]1)(=[O:26])=[O:25])[C:12]1[CH:17]=[CH:16][CH:15]=[CH:14][CH:13]=1.[CH3:42][C:43]([CH3:47])([CH3:46])[C:44]#[N:45]. Product: [CH3:42][C:43]([CH3:47])([CH2:46][N:32]1[C:33]2[C:29](=[CH:28][C:27]([S:24]([N:20]3[CH2:21][CH2:22][CH2:23][C@H:19]3[CH2:18][O:11][C:12]3[CH:17]=[CH:16][CH:15]=[CH:14][CH:13]=3)(=[O:26])=[O:25])=[CH:35][CH:34]=2)[C:30]2([O:41][CH2:40][CH2:39][CH2:38][O:37]2)[C:31]1=[O:36])[C:44]#[N:45]. The catalyst class is: 6. (7) The catalyst class is: 11. Reactant: Cl[C:2]1[CH:3]=[C:4]2[C:9](=[CH:10][CH:11]=1)[C:8]([C:12]1[CH:24]=[CH:23][C:22]3[C:21]4[C:16](=[CH:17][CH:18]=[CH:19][CH:20]=4)[C:15]([CH3:26])([CH3:25])[C:14]=3[CH:13]=1)=[N:7][CH:6]=[CH:5]2.[Br-].[CH:28]([Zn+])([CH3:30])[CH3:29]. Product: [CH3:26][C:15]1([CH3:25])[C:14]2[CH:13]=[C:12]([C:8]3[C:9]4[C:4](=[CH:3][C:2]([CH:28]([CH3:30])[CH3:29])=[CH:11][CH:10]=4)[CH:5]=[CH:6][N:7]=3)[CH:24]=[CH:23][C:22]=2[C:21]2[C:16]1=[CH:17][CH:18]=[CH:19][CH:20]=2. (8) Reactant: [Br:1][C:2]1[CH:3]=[C:4]([OH:9])[CH:5]=[CH:6][C:7]=1[CH3:8].[H-].[Na+].[CH3:12][O:13][CH2:14][CH2:15]Cl.O. Product: [Br:1][C:2]1[CH:3]=[C:4]([O:9][CH2:12][O:13][CH2:14][CH3:15])[CH:5]=[CH:6][C:7]=1[CH3:8]. The catalyst class is: 9.